This data is from Full USPTO retrosynthesis dataset with 1.9M reactions from patents (1976-2016). The task is: Predict the reactants needed to synthesize the given product. (1) Given the product [Cl:1][C:2]1[CH:3]=[CH:4][C:5]([O:25][CH2:26][CH2:27][C:28]2[CH:33]=[CH:32][CH:31]=[CH:30][C:29]=2[CH3:34])=[C:6]([CH:24]=1)[C:7]([NH:9][CH2:10][C:11]1[CH:12]=[CH:13][C:14]([C:15]([OH:17])=[O:16])=[CH:22][CH:23]=1)=[O:8], predict the reactants needed to synthesize it. The reactants are: [Cl:1][C:2]1[CH:3]=[CH:4][C:5]([O:25][CH2:26][CH2:27][C:28]2[CH:33]=[CH:32][CH:31]=[CH:30][C:29]=2[CH3:34])=[C:6]([CH:24]=1)[C:7]([NH:9][CH2:10][C:11]1[CH:23]=[CH:22][C:14]([C:15]([O:17]C(C)(C)C)=[O:16])=[CH:13][CH:12]=1)=[O:8].FC(F)(F)C(O)=O. (2) Given the product [NH:11]1[CH2:16][CH2:15][CH:14]([O:17][CH:18]2[CH2:21][C:20]([C:27]([O:29][CH2:30][CH3:31])=[O:28])([C:22]([O:24][CH2:25][CH3:26])=[O:23])[CH2:19]2)[CH2:13][CH2:12]1, predict the reactants needed to synthesize it. The reactants are: C(OC([N:11]1[CH2:16][CH2:15][CH:14]([O:17][CH:18]2[CH2:21][C:20]([C:27]([O:29][CH2:30][CH3:31])=[O:28])([C:22]([O:24][CH2:25][CH3:26])=[O:23])[CH2:19]2)[CH2:13][CH2:12]1)=O)C1C=CC=CC=1. (3) Given the product [I:19][C:10]1[C:11]([NH2:13])=[CH:12][C:7]([C:1]2[CH:2]=[CH:3][CH:4]=[CH:5][CH:6]=2)=[N:8][CH:9]=1, predict the reactants needed to synthesize it. The reactants are: [C:1]1([C:7]2[CH:12]=[C:11]([NH2:13])[CH:10]=[CH:9][N:8]=2)[CH:6]=[CH:5][CH:4]=[CH:3][CH:2]=1.C([O-])(=O)C.[Na+].[I:19]Cl.S([O-])([O-])(=O)=S.[Na+].[Na+].[OH-].[Na+].